Dataset: NCI-60 drug combinations with 297,098 pairs across 59 cell lines. Task: Regression. Given two drug SMILES strings and cell line genomic features, predict the synergy score measuring deviation from expected non-interaction effect. (1) Drug 1: C1=NC2=C(N1)C(=S)N=C(N2)N. Drug 2: CC(C)CN1C=NC2=C1C3=CC=CC=C3N=C2N. Cell line: MALME-3M. Synergy scores: CSS=10.1, Synergy_ZIP=-4.62, Synergy_Bliss=1.54, Synergy_Loewe=-3.25, Synergy_HSA=-0.537. (2) Drug 1: CC1C(C(CC(O1)OC2CC(OC(C2O)C)OC3=CC4=CC5=C(C(=O)C(C(C5)C(C(=O)C(C(C)O)O)OC)OC6CC(C(C(O6)C)O)OC7CC(C(C(O7)C)O)OC8CC(C(C(O8)C)O)(C)O)C(=C4C(=C3C)O)O)O)O. Drug 2: C(=O)(N)NO. Cell line: RPMI-8226. Synergy scores: CSS=47.7, Synergy_ZIP=2.80, Synergy_Bliss=7.75, Synergy_Loewe=-23.9, Synergy_HSA=1.22. (3) Drug 1: CCN(CC)CCCC(C)NC1=C2C=C(C=CC2=NC3=C1C=CC(=C3)Cl)OC. Drug 2: C1CN(P(=O)(OC1)NCCCl)CCCl. Cell line: HOP-62. Synergy scores: CSS=32.2, Synergy_ZIP=-2.68, Synergy_Bliss=-3.23, Synergy_Loewe=-49.2, Synergy_HSA=-0.484. (4) Drug 1: COC1=C(C=C2C(=C1)N=CN=C2NC3=CC(=C(C=C3)F)Cl)OCCCN4CCOCC4. Drug 2: CC1OCC2C(O1)C(C(C(O2)OC3C4COC(=O)C4C(C5=CC6=C(C=C35)OCO6)C7=CC(=C(C(=C7)OC)O)OC)O)O. Cell line: UACC62. Synergy scores: CSS=51.8, Synergy_ZIP=5.17, Synergy_Bliss=5.97, Synergy_Loewe=8.03, Synergy_HSA=10.3. (5) Drug 1: C1CN1P(=S)(N2CC2)N3CC3. Drug 2: C1C(C(OC1N2C=C(C(=O)NC2=O)F)CO)O. Cell line: OVCAR-5. Synergy scores: CSS=25.9, Synergy_ZIP=-10.5, Synergy_Bliss=-9.03, Synergy_Loewe=-0.632, Synergy_HSA=0.0486. (6) Drug 1: CC12CCC3C(C1CCC2=O)CC(=C)C4=CC(=O)C=CC34C. Drug 2: CCC(=C(C1=CC=CC=C1)C2=CC=C(C=C2)OCCN(C)C)C3=CC=CC=C3.C(C(=O)O)C(CC(=O)O)(C(=O)O)O. Cell line: SF-295. Synergy scores: CSS=44.7, Synergy_ZIP=-0.152, Synergy_Bliss=0.135, Synergy_Loewe=-0.712, Synergy_HSA=0.849. (7) Cell line: NCI/ADR-RES. Drug 1: CC12CCC3C(C1CCC2=O)CC(=C)C4=CC(=O)C=CC34C. Synergy scores: CSS=32.6, Synergy_ZIP=0.655, Synergy_Bliss=-0.705, Synergy_Loewe=-9.69, Synergy_HSA=-0.843. Drug 2: C1=NNC2=C1C(=O)NC=N2. (8) Drug 1: CNC(=O)C1=CC=CC=C1SC2=CC3=C(C=C2)C(=NN3)C=CC4=CC=CC=N4. Drug 2: C1=CC(=CC=C1CCCC(=O)O)N(CCCl)CCCl. Cell line: HCT116. Synergy scores: CSS=47.3, Synergy_ZIP=-2.06, Synergy_Bliss=-0.00629, Synergy_Loewe=1.31, Synergy_HSA=1.39. (9) Drug 1: C1=CC(=C2C(=C1NCCNCCO)C(=O)C3=C(C=CC(=C3C2=O)O)O)NCCNCCO. Drug 2: CC1=C(C=C(C=C1)C(=O)NC2=CC(=CC(=C2)C(F)(F)F)N3C=C(N=C3)C)NC4=NC=CC(=N4)C5=CN=CC=C5. Cell line: T-47D. Synergy scores: CSS=36.0, Synergy_ZIP=-1.49, Synergy_Bliss=3.78, Synergy_Loewe=-11.7, Synergy_HSA=3.84.